From a dataset of KCNQ2 potassium channel screen with 302,405 compounds. Binary Classification. Given a drug SMILES string, predict its activity (active/inactive) in a high-throughput screening assay against a specified biological target. (1) The compound is O(c1cc(CCNC(=O)c2n(c(=O)n(c(=O)c2)C)C)ccc1OC)C. The result is 0 (inactive). (2) The drug is O=C(NCc1c(OC)ccc(OC)c1)CCCc1c2c(n(c1)C)cccc2. The result is 0 (inactive). (3) The drug is O1CCN(CC1)c1nc(N2CCOCC2)nc(n1)Nc1cc(ccc1)C(=O)C. The result is 0 (inactive). (4) The drug is S(C(CC)C(=O)Nc1noc(c1)C)C=1N(c2ccccc2)C(=O)C(/N1)=C\c1ccccc1. The result is 0 (inactive). (5) The drug is O=C(N1CCc2c1cccc2)Nc1cc(c(cc1)C)C. The result is 0 (inactive). (6) The molecule is S(=O)(=O)(N(C)C)c1ccc(cc1)C(=O)NCCOc1ccc(F)cc1. The result is 0 (inactive). (7) The compound is Fc1ccc(N(CC(=O)NCc2ccc(F)cc2)C(=O)CCC(=O)Nc2nccc(c2)C)cc1. The result is 0 (inactive). (8) The drug is O=C(NC1CC1)c1c(NC(=O)c2c(cccc2)C)cccc1. The result is 0 (inactive).